Dataset: Full USPTO retrosynthesis dataset with 1.9M reactions from patents (1976-2016). Task: Predict the reactants needed to synthesize the given product. (1) Given the product [C:27]1(/[CH:17]=[CH:16]/[CH2:18][CH:5]([O:6][CH:7]2[CH2:12][CH2:11][CH2:10][CH2:9][O:8]2)[C:4]#[C:3][SiH3:2])[CH:28]=[CH:29][CH:20]=[CH:25][CH:26]=1, predict the reactants needed to synthesize it. The reactants are: C[Si:2](C)(C)[C:3]#[C:4][CH2:5][O:6][CH:7]1[CH2:12][CH2:11][CH2:10][CH2:9][O:8]1.[Li][C:16](C)([CH3:18])[CH3:17].[C:20](=O)=O.[NH4+].[Cl-].[CH3:25][CH2:26][CH2:27][CH2:28][CH3:29]. (2) The reactants are: [CH3:1][C:2]1[C:6]([C:7]2[CH:8]=[C:9]([C:19]([C:21]3[CH:26]=[CH:25][CH:24]=[CH:23][N:22]=3)=[O:20])[C:10]3[N:14]=[C:13](OCC)[NH:12][C:11]=3[CH:18]=2)=[C:5]([CH3:27])[O:4][N:3]=1.[CH2:28]([Mg]Br)[CH3:29].CCO.Cl.O1CCOCC1. Given the product [CH3:1][C:2]1[C:6]([C:7]2[CH:8]=[C:9]([C:19]([OH:20])([C:21]3[CH:26]=[CH:25][CH:24]=[CH:23][N:22]=3)[CH2:28][CH3:29])[C:10]3[N:14]=[CH:13][NH:12][C:11]=3[CH:18]=2)=[C:5]([CH3:27])[O:4][N:3]=1, predict the reactants needed to synthesize it. (3) Given the product [Cl:1][C:2]1[CH:31]=[C:30]([Cl:32])[CH:29]=[CH:28][C:3]=1[O:4][C:5]1[CH:10]=[CH:9][CH:8]=[CH:7][C:6]=1[NH:11][S:12]([C:15]1[CH:27]=[CH:26][C:18]([C:19]([NH:21][CH2:22][C:23](=[O:24])[N:34]([CH3:33])[CH2:35][CH2:36][C:37]2[CH:42]=[CH:41][N:40]=[CH:39][CH:38]=2)=[O:20])=[CH:17][CH:16]=1)(=[O:13])=[O:14], predict the reactants needed to synthesize it. The reactants are: [Cl:1][C:2]1[CH:31]=[C:30]([Cl:32])[CH:29]=[CH:28][C:3]=1[O:4][C:5]1[CH:10]=[CH:9][CH:8]=[CH:7][C:6]=1[NH:11][S:12]([C:15]1[CH:27]=[CH:26][C:18]([C:19]([NH:21][CH2:22][C:23](O)=[O:24])=[O:20])=[CH:17][CH:16]=1)(=[O:14])=[O:13].[CH3:33][NH:34][CH2:35][CH2:36][C:37]1[CH:42]=[CH:41][N:40]=[CH:39][CH:38]=1. (4) Given the product [C:3]([C:7]1[CH:8]=[C:9]([CH3:12])[C:10](=[C:18]([C:20]2[CH:25]=[CH:24][C:23]([CH3:26])=[CH:22][CH:21]=2)[C:17]2[CH:27]=[CH:28][C:14]([CH3:13])=[CH:15][CH:16]=2)[CH:11]=1)([CH3:6])([CH3:5])[CH3:4], predict the reactants needed to synthesize it. The reactants are: [OH-].[K+].[C:3]([C:7]1[CH:8]=[C:9]([CH3:12])[CH2:10][CH:11]=1)([CH3:6])([CH3:5])[CH3:4].[CH3:13][C:14]1[CH:28]=[CH:27][C:17]([C:18]([C:20]2[CH:25]=[CH:24][C:23]([CH3:26])=[CH:22][CH:21]=2)=O)=[CH:16][CH:15]=1.Cl.